Dataset: Reaction yield outcomes from USPTO patents with 853,638 reactions. Task: Predict the reaction yield, written as a fraction of the theoretical maximum amount of product (1.0 means a 100% yield; for example, 0.34 means a 34% yield). (1) No catalyst specified. The yield is 0.270. The reactants are Cl.[NH2:2][C@@H:3]([CH2:24][CH:25]1[CH2:30][CH2:29][CH2:28][CH2:27][CH2:26]1)[C:4]([NH:6][C@H:7]1[CH2:13][CH2:12][CH2:11][N:10]([S:14]([C:17]2[CH:22]=[CH:21][CH:20]=[CH:19][N:18]=2)(=[O:16])=[O:15])[CH2:9][C@@H:8]1[OH:23])=[O:5].[O:31]1[CH:35]=[CH:34][C:33]([C:36]2[S:40][C:39]([S:41](Cl)(=[O:43])=[O:42])=[CH:38][CH:37]=2)=[N:32]1.CC(OI1(OC(C)=O)(OC(C)=O)OC(=O)C2C=CC=CC1=2)=O. The product is [CH:25]1([CH2:24][C@H:3]([NH:2][S:41]([C:39]2[S:40][C:36]([C:33]3[CH:34]=[CH:35][O:31][N:32]=3)=[CH:37][CH:38]=2)(=[O:42])=[O:43])[C:4]([NH:6][C@H:7]2[CH2:13][CH2:12][CH2:11][N:10]([S:14]([C:17]3[CH:22]=[CH:21][CH:20]=[CH:19][N:18]=3)(=[O:15])=[O:16])[CH2:9][C:8]2=[O:23])=[O:5])[CH2:30][CH2:29][CH2:28][CH2:27][CH2:26]1. (2) The reactants are [OH:1][C:2]1[CH:3]=[C:4]2[C:8](=[CH:9][CH:10]=1)[C@H:7]([CH2:11][C:12]([O:14][CH2:15][CH3:16])=[O:13])[CH2:6][CH2:5]2.[H-].[Na+].[CH3:19][N:20]([CH3:24])[C:21](Cl)=[S:22].[NH4+].[Cl-]. The catalyst is CN(C=O)C. The product is [CH3:19][N:20]([CH3:24])[C:21]([O:1][C:2]1[CH:3]=[C:4]2[C:8](=[CH:9][CH:10]=1)[C@H:7]([CH2:11][C:12]([O:14][CH2:15][CH3:16])=[O:13])[CH2:6][CH2:5]2)=[S:22]. The yield is 0.680. (3) The yield is 0.0400. The catalyst is C(Cl)Cl. The product is [CH3:12][C:13]1[N:14]=[C:15]([C:24]2[NH:28][N:27]=[CH:26][CH:25]=2)[C:16]2[CH2:22][CH:21]([CH3:23])[N:20]([C:4]([C:3]3[CH:7]=[CH:8][C:9]([CH3:11])=[CH:10][C:2]=3[CH3:1])=[O:5])[CH2:19][C:17]=2[N:18]=1. The reactants are [CH3:1][C:2]1[CH:10]=[C:9]([CH3:11])[CH:8]=[CH:7][C:3]=1[C:4](Cl)=[O:5].[CH3:12][C:13]1[N:14]=[C:15]([C:24]2[NH:28][N:27]=[CH:26][CH:25]=2)[C:16]2[CH2:22][CH:21]([CH3:23])[NH:20][CH2:19][C:17]=2[N:18]=1.CCN(C(C)C)C(C)C. (4) The reactants are [C:1]([O:5][C:6]([N:8]1[CH2:13][CH2:12][CH:11]([CH2:14][O:15][CH2:16][C@H:17]([NH2:24])[C:18]2[CH:23]=[CH:22][CH:21]=[CH:20][CH:19]=2)[CH2:10][CH2:9]1)=[O:7])([CH3:4])([CH3:3])[CH3:2].[C:25](O[C:25]([O:27][CH2:28][C:29]1[CH:34]=[CH:33][CH:32]=[CH:31][CH:30]=1)=[O:26])([O:27][CH2:28][C:29]1[CH:34]=[CH:33][CH:32]=[CH:31][CH:30]=1)=[O:26]. No catalyst specified. The product is [C:1]([O:5][C:6]([N:8]1[CH2:13][CH2:12][CH:11]([CH2:14][O:15][CH2:16][C@H:17]([NH:24][C:25]([O:27][CH2:28][C:29]2[CH:34]=[CH:33][CH:32]=[CH:31][CH:30]=2)=[O:26])[C:18]2[CH:23]=[CH:22][CH:21]=[CH:20][CH:19]=2)[CH2:10][CH2:9]1)=[O:7])([CH3:4])([CH3:2])[CH3:3]. The yield is 1.00. (5) The reactants are CO.C([N:10]1[CH2:15][CH2:14][N:13]([C:16](=[O:31])[C:17]2[CH:22]=[C:21]([C:23]([F:26])([F:25])[F:24])[CH:20]=[C:19]([C:27]([F:30])([F:29])[F:28])[CH:18]=2)[C@H:12]([CH2:32][C:33]2[CH:38]=[CH:37][C:36]([CH3:39])=[C:35]([OH:40])[CH:34]=2)[CH2:11]1)C1C=CC=CC=1.C([O-])=O.[NH4+]. The catalyst is [Pd].O. The product is [F:30][C:27]([F:28])([F:29])[C:19]1[CH:18]=[C:17]([CH:22]=[C:21]([C:23]([F:24])([F:25])[F:26])[CH:20]=1)[C:16]([N:13]1[CH2:14][CH2:15][NH:10][CH2:11][C@H:12]1[CH2:32][C:33]1[CH:38]=[CH:37][C:36]([CH3:39])=[C:35]([OH:40])[CH:34]=1)=[O:31]. The yield is 0.948. (6) The reactants are [CH2:1]([Zn]CC)C.[Si:6]([O:23][CH2:24][C@@H:25]1[CH2:29][CH:28]=[CH:27][N:26]1[C:30]([O:32][C:33]([CH3:36])([CH3:35])[CH3:34])=[O:31])([C:19]([CH3:22])([CH3:21])[CH3:20])([C:13]1[CH:18]=[CH:17][CH:16]=[CH:15][CH:14]=1)[C:7]1[CH:12]=[CH:11][CH:10]=[CH:9][CH:8]=1.ClCI. The catalyst is C1(C)C=CC=CC=1. The product is [Si:6]([O:23][CH2:24][C@@H:25]1[CH2:29][CH:28]2[CH:27]([CH2:1]2)[N:26]1[C:30]([O:32][C:33]([CH3:36])([CH3:35])[CH3:34])=[O:31])([C:19]([CH3:21])([CH3:22])[CH3:20])([C:13]1[CH:18]=[CH:17][CH:16]=[CH:15][CH:14]=1)[C:7]1[CH:12]=[CH:11][CH:10]=[CH:9][CH:8]=1. The yield is 0.907. (7) The reactants are C(=O)([O:4][C:5]1[CH:10]=[C:9]([N+:11]([O-:13])=[O:12])[C:8]([Br:14])=[CH:7][C:6]=1[C:15]([CH3:18])([CH3:17])[CH3:16])OC.[OH-].[K+].Cl. The catalyst is CO. The product is [C:15]([C:6]1[CH:7]=[C:8]([Br:14])[C:9]([N+:11]([O-:13])=[O:12])=[CH:10][C:5]=1[OH:4])([CH3:18])([CH3:16])[CH3:17]. The yield is 0.990.